Task: Regression/Classification. Given a drug SMILES string, predict its absorption, distribution, metabolism, or excretion properties. Task type varies by dataset: regression for continuous measurements (e.g., permeability, clearance, half-life) or binary classification for categorical outcomes (e.g., BBB penetration, CYP inhibition). For this dataset (clearance_hepatocyte_az), we predict log10(clearance) (log10 of the in vitro intrinsic clearance, CLint, in uL/min per 10^6 hepatocytes; values are censored to the assay range of 3 to 150, which is 0.477 to 2.18 on this log10 scale).. Dataset: Hepatocyte clearance measurements from AstraZeneca (1) The molecule is O=C(O)c1cc(-c2ccc(F)cc2F)ccc1O. The log10(clearance) is 1.01. (2) The drug is CCCS(=O)(=O)Nc1ccc(F)c(C(=O)c2c[nH]c3ncc(-c4ccc(Cl)cc4)cc23)c1F. The log10(clearance) is 0.820. (3) The molecule is CCNC(=O)C[C@@H]1N=C(c2ccc(Cl)cc2)c2cc(OC)ccc2-n2c(C)nnc21. The log10(clearance) is 1.01. (4) The compound is O=c1[nH]c2c(O)ccc([C@@H](O)CNCCc3cccc(CNCCc4c(Cl)cccc4Cl)c3)c2s1. The log10(clearance) is 0.710. (5) The drug is C[N+]1(C)[C@H]2C[C@H](OC(=O)C(O)(c3cccs3)c3cccs3)C[C@@H]1[C@H]1O[C@@H]21. The log10(clearance) is 2.13. (6) The molecule is COCCNc1nc(NCc2ccccc2F)c2sccc2n1. The log10(clearance) is 2.17. (7) The compound is CC(=O)N[C@@H](CCN)C(=O)N[C@H](C(=O)N[C@@H](CCN)C(=O)N[C@H]1CCNC(=O)[C@H]([C@@H](C)O)NC(=O)[C@H](CCN)NC(=O)[C@H](CCN)NC(=O)[C@H](CC(C)C)NC(=O)[C@@H](Cc2ccccc2)NC(=O)[C@H](CCN)NC1=O)[C@@H](C)O. The log10(clearance) is 0.480.